From a dataset of Peptide-MHC class II binding affinity with 134,281 pairs from IEDB. Regression. Given a peptide amino acid sequence and an MHC pseudo amino acid sequence, predict their binding affinity value. This is MHC class II binding data. (1) The peptide sequence is PSMGRDIKVQFQSGG. The MHC is DRB1_1101 with pseudo-sequence DRB1_1101. The binding affinity (normalized) is 0.143. (2) The peptide sequence is RDFIEGVHGGTWVSA. The binding affinity (normalized) is 0.116. The MHC is DRB4_0101 with pseudo-sequence DRB4_0103. (3) The peptide sequence is ISDFRAAIANYHYDA. The MHC is HLA-DQA10401-DQB10402 with pseudo-sequence HLA-DQA10401-DQB10402. The binding affinity (normalized) is 0.587. (4) The peptide sequence is AFILDGDNLFRKV. The MHC is DRB1_0401 with pseudo-sequence DRB1_0401. The binding affinity (normalized) is 0.627. (5) The peptide sequence is HGSEEWEPLTKKGNVWEVKS. The MHC is DRB5_0101 with pseudo-sequence DRB5_0101. The binding affinity (normalized) is 0.424. (6) The MHC is DRB1_0101 with pseudo-sequence DRB1_0101. The binding affinity (normalized) is 0.478. The peptide sequence is GELKIVDKIDAAFKI. (7) The peptide sequence is ILVQAGEAETMTPSG. The MHC is DRB1_1101 with pseudo-sequence DRB1_1101. The binding affinity (normalized) is 0.